This data is from Full USPTO retrosynthesis dataset with 1.9M reactions from patents (1976-2016). The task is: Predict the reactants needed to synthesize the given product. (1) Given the product [Cl:14][C:7]1[NH:8][C:4]2[CH:3]=[C:2]([I:1])[CH:11]=[CH:10][C:5]=2[N:6]=1, predict the reactants needed to synthesize it. The reactants are: [I:1][C:2]1[CH:11]=[CH:10][C:5]2[NH:6][C:7](=O)[NH:8][C:4]=2[CH:3]=1.P(Cl)(Cl)([Cl:14])=O. (2) Given the product [CH3:9][O:10][C:11](=[O:15])[CH:12]([N:6]1[CH:5]=[C:4]([Br:3])[CH:8]=[N:7]1)[CH3:13], predict the reactants needed to synthesize it. The reactants are: [H-].[Na+].[Br:3][CH:4]1[CH:8]=[N:7][N:6]=[CH:5]1.[CH3:9][O:10][C:11](=[O:15])[CH:12](Cl)[CH3:13]. (3) Given the product [NH:13]([C:18]([NH:1][C:2]1[S:3][C:4]([C:8]([O:10][CH2:11][CH3:12])=[O:9])=[C:5]([CH3:7])[N:6]=1)=[O:32])[NH2:33], predict the reactants needed to synthesize it. The reactants are: [NH2:1][C:2]1[S:3][C:4]([C:8]([O:10][CH2:11][CH3:12])=[O:9])=[C:5]([CH3:7])[N:6]=1.[N:13]1[CH:18]=CC=CC=1.ClC(OC1C=CC([N+]([O-])=O)=CC=1)=O.[OH2:32].[NH2:33]N. (4) The reactants are: [NH:1]1[CH2:4][CH:3]([CH2:5][O:6][C:7]2[CH:12]=[CH:11][C:10]([C:13]3([C:19]#[N:20])[CH2:18][CH2:17][O:16][CH2:15][CH2:14]3)=[CH:9][CH:8]=2)[CH2:2]1.[C:21]1(=O)[CH2:24][CH2:23][CH2:22]1.C(O)(=O)C.C(O[BH-](OC(=O)C)OC(=O)C)(=O)C.[Na+]. Given the product [CH:21]1([N:1]2[CH2:4][CH:3]([CH2:5][O:6][C:7]3[CH:8]=[CH:9][C:10]([C:13]4([C:19]#[N:20])[CH2:18][CH2:17][O:16][CH2:15][CH2:14]4)=[CH:11][CH:12]=3)[CH2:2]2)[CH2:24][CH2:23][CH2:22]1, predict the reactants needed to synthesize it. (5) Given the product [O:22]=[C:20]1[C:19]2[CH:23]=[CH:24][CH:25]=[CH:26][C:18]=2[S:17][C:16]([C:14]2[N:15]=[C:10]([CH2:9][NH:8][C:3](=[O:5])[CH3:2])[CH:11]=[CH:12][CH:13]=2)=[N:21]1, predict the reactants needed to synthesize it. The reactants are: F[C:2](F)(F)[C:3]([OH:5])=O.[NH2:8][CH2:9][C:10]1[N:15]=[C:14]([C:16]2[S:17][C:18]3[CH:26]=[CH:25][CH:24]=[CH:23][C:19]=3[C:20](=[O:22])[N:21]=2)[CH:13]=[CH:12][CH:11]=1.C(Cl)(=O)C.C(OCC)(=O)C.O1CCCC1.